From a dataset of Full USPTO retrosynthesis dataset with 1.9M reactions from patents (1976-2016). Predict the reactants needed to synthesize the given product. (1) Given the product [CH:20]1([CH2:19][CH2:18][CH2:17][C@@H:8]([C:6]2[O:5][N:4]=[C:3]([CH2:2][NH:1][CH2:27][C:28]([O:30][CH3:31])=[O:29])[N:7]=2)[CH2:9][C:10]([O:12][C:13]([CH3:15])([CH3:16])[CH3:14])=[O:11])[CH2:21][CH2:22][CH2:23][CH2:24][CH2:25]1, predict the reactants needed to synthesize it. The reactants are: [NH2:1][CH2:2][C:3]1[N:7]=[C:6]([C@H:8]([CH2:17][CH2:18][CH2:19][CH:20]2[CH2:25][CH2:24][CH2:23][CH2:22][CH2:21]2)[CH2:9][C:10]([O:12][C:13]([CH3:16])([CH3:15])[CH3:14])=[O:11])[O:5][N:4]=1.Br[CH2:27][C:28]([O:30][CH3:31])=[O:29].CN1CCOCC1. (2) Given the product [Cl:26][C:16]1[C:17]([NH:19][C:20]2[CH:24]=[C:23]([CH3:25])[NH:22][N:21]=2)=[N:18][C:13]([NH:11][C@H:9]([C:6]2[N:7]=[CH:8][C:3]([F:2])=[CH:4][N:5]=2)[CH3:10])=[N:14][CH:15]=1, predict the reactants needed to synthesize it. The reactants are: Cl.[F:2][C:3]1[CH:4]=[N:5][C:6]([C@@H:9]([NH2:11])[CH3:10])=[N:7][CH:8]=1.Cl[C:13]1[N:18]=[C:17]([NH:19][C:20]2[CH:24]=[C:23]([CH3:25])[NH:22][N:21]=2)[C:16]([Cl:26])=[CH:15][N:14]=1.CCN(C(C)C)C(C)C. (3) Given the product [CH2:29]([N:10]1[C:11]([C:13]([F:16])([F:15])[F:14])=[CH:12][C:8]([C:5]2[CH:6]=[CH:7][C:2]([Cl:1])=[CH:3][C:4]=2[F:22])=[C:9]1[C:17]([O:19][CH2:20][CH3:21])=[O:18])[C:30]1[CH:35]=[CH:34][CH:33]=[CH:32][CH:31]=1, predict the reactants needed to synthesize it. The reactants are: [Cl:1][C:2]1[CH:7]=[CH:6][C:5]([C:8]2[CH:12]=[C:11]([C:13]([F:16])([F:15])[F:14])[NH:10][C:9]=2[C:17]([O:19][CH2:20][CH3:21])=[O:18])=[C:4]([F:22])[CH:3]=1.C([O-])([O-])=O.[K+].[K+].[CH2:29](Br)[C:30]1[CH:35]=[CH:34][CH:33]=[CH:32][CH:31]=1. (4) The reactants are: CO[C:3](=[O:17])[C:4]([C:6]1[CH:7]=[C:8]([CH3:16])[CH:9]=[C:10]2[C:14]=1[N:13]([CH3:15])[CH:12]=[CH:11]2)=O.[NH:18]1[C:26]2[C:21](=[CH:22][CH:23]=[CH:24][CH:25]=2)[C:20]([CH2:27][C:28]([NH2:30])=[O:29])=[CH:19]1.CC(C)([O-])C.[K+].C1COCC1. Given the product [CH3:15][N:13]1[C:14]2[C:10](=[CH:9][C:8]([CH3:16])=[CH:7][C:6]=2[C:4]2[C:3](=[O:17])[NH:30][C:28](=[O:29])[C:27]=2[C:20]2[C:21]3[C:26](=[CH:25][CH:24]=[CH:23][CH:22]=3)[NH:18][CH:19]=2)[CH:11]=[CH:12]1, predict the reactants needed to synthesize it. (5) The reactants are: [C:1](=[N:6][CH:7]([CH3:9])[CH3:8])=[N:2][CH:3]([CH3:5])[CH3:4].[CH3:10][C:11]([OH:14])([CH3:13])[CH3:12]. Given the product [CH:3]([NH:2]/[C:1](=[N:6]\[CH:7]([CH3:9])[CH3:8])/[O:14][C:11]([CH3:13])([CH3:12])[CH3:10])([CH3:5])[CH3:4], predict the reactants needed to synthesize it.